Dataset: Full USPTO retrosynthesis dataset with 1.9M reactions from patents (1976-2016). Task: Predict the reactants needed to synthesize the given product. (1) Given the product [OH:25][C:26]1[CH:27]=[CH:28][C:29]([N:34]2[CH2:39][CH2:38][CH:37]([C:40]3[CH:41]=[CH:42][CH:43]=[CH:44][CH:45]=3)[CH2:36][CH2:35]2)=[C:30]([CH:33]=1)[C:31]#[N:32], predict the reactants needed to synthesize it. The reactants are: COC1C=CC(N2CCN(CCC3C=CC=CC=3)CC2)=CC=1C.C[O:25][C:26]1[CH:27]=[CH:28][C:29]([N:34]2[CH2:39][CH2:38][CH:37]([C:40]3[CH:45]=[CH:44][CH:43]=[CH:42][CH:41]=3)[CH2:36][CH2:35]2)=[C:30]([CH:33]=1)[C:31]#[N:32]. (2) Given the product [CH2:8]([O:15][C:16](=[O:32])[CH2:17][C@@H:18]([N:31]1[CH:54]=[CH:53][C:52]([C:55]2[CH:60]=[CH:59][C:58]([C:61]3[CH:62]=[CH:63][C:64]([C:67]#[N:68])=[CH:65][CH:66]=3)=[CH:57][CH:56]=2)=[CH:51]1)[C:19]([NH:21][C@H:22]([C:27](=[O:30])[NH:28][CH3:29])[C:23]([CH3:25])([CH3:26])[CH3:24])=[O:20])[C:9]1[CH:10]=[CH:11][CH:12]=[CH:13][CH:14]=1, predict the reactants needed to synthesize it. The reactants are: FC(F)(F)C(O)=O.[CH2:8]([O:15][C:16](=[O:32])[CH2:17][C@@H:18]([NH2:31])[C:19]([NH:21][C@H:22]([C:27](=[O:30])[NH:28][CH3:29])[C:23]([CH3:26])([CH3:25])[CH3:24])=[O:20])[C:9]1[CH:14]=[CH:13][CH:12]=[CH:11][CH:10]=1.C([C@H](NC(=O)[C@H](N1[CH:54]=[CH:53][C:52]([C:55]2[CH:60]=[CH:59][C:58]([C:61]3[CH:66]=[CH:65][C:64]([C:67]#[N:68])=[CH:63][CH:62]=3)=[CH:57][CH:56]=2)=[CH:51]1)CC(O)=O)CO)C1C=CC=CC=1. (3) Given the product [NH2:14][C:9]1[CH:10]=[CH:11][CH:12]=[C:13]2[C:8]=1[C:7](=[O:17])[C:6]1([NH:18][C:19]([C:21]3[N:22]=[C:23]([CH3:30])[N:24]4[CH:29]=[CH:28][CH:27]=[CH:26][C:25]=34)=[O:20])[C:5]3[CH:31]=[CH:32][C:33]([CH:35]([CH3:36])[CH3:37])=[CH:34][C:4]=3[O:3][C:2]12[OH:1], predict the reactants needed to synthesize it. The reactants are: [OH:1][C:2]12[C:13]3[C:8](=[C:9]([N+:14]([O-])=O)[CH:10]=[CH:11][CH:12]=3)[C:7](=[O:17])[C:6]1([NH:18][C:19]([C:21]1[N:22]=[C:23]([CH3:30])[N:24]3[CH:29]=[CH:28][CH:27]=[CH:26][C:25]=13)=[O:20])[C:5]1[CH:31]=[CH:32][C:33]([CH:35]([CH3:37])[CH3:36])=[CH:34][C:4]=1[O:3]2.C(O)C. (4) Given the product [CH3:1][O:2][C:3]([C:5]1[C:15]2[O:14][CH2:13][CH2:12][CH2:11][NH:10][C:9]=2[CH:8]=[C:7]([N+:18]([O-:20])=[O:19])[CH:6]=1)=[O:4], predict the reactants needed to synthesize it. The reactants are: [CH3:1][O:2][C:3]([C:5]1[C:15]2[O:14][CH2:13][CH2:12][CH2:11][N:10](C=O)[C:9]=2[CH:8]=[C:7]([N+:18]([O-:20])=[O:19])[CH:6]=1)=[O:4].[N+]([NH-])([O-])=O.[OH-].[Na+].